The task is: Predict the product of the given reaction.. This data is from Forward reaction prediction with 1.9M reactions from USPTO patents (1976-2016). (1) Given the reactants [Br:1][C:2]1[CH:3]=[C:4]([CH:7]=[CH:8][C:9]=1[OH:10])[C:5]#[N:6].[CH2:11](Br)[CH:12]=[CH2:13].C(=O)([O-])[O-].[K+].[K+].[I-].[K+], predict the reaction product. The product is: [CH2:13]([O:10][C:9]1[CH:8]=[CH:7][C:4]([C:5]#[N:6])=[CH:3][C:2]=1[Br:1])[CH:12]=[CH2:11]. (2) Given the reactants [N:1]([CH2:4][C:5]([C:7]1[CH:12]=[CH:11][C:10]([N+:13]([O-:15])=[O:14])=[CH:9][CH:8]=1)=[O:6])=[N+]=[N-].[CH3:16][O:17][C:18](=[O:24])[CH2:19][CH2:20][C:21](Cl)=O.C1(P(C2C=CC=CC=2)C2C=CC=CC=2)C=CC=CC=1, predict the reaction product. The product is: [CH3:16][O:17][C:18](=[O:24])[CH2:19][CH2:20][C:21]1[O:6][C:5]([C:7]2[CH:12]=[CH:11][C:10]([N+:13]([O-:15])=[O:14])=[CH:9][CH:8]=2)=[CH:4][N:1]=1. (3) The product is: [C:11]([Si:15]([CH3:26])([CH3:25])[O:16][CH2:17][CH2:18][C:19]([CH3:24])([CH3:23])[CH2:20][CH:21]=[O:22])([CH3:14])([CH3:13])[CH3:12]. Given the reactants C(Cl)(=O)C(Cl)=O.CS(C)=O.[C:11]([Si:15]([CH3:26])([CH3:25])[O:16][CH2:17][CH2:18][C:19]([CH3:24])([CH3:23])[CH2:20][CH2:21][OH:22])([CH3:14])([CH3:13])[CH3:12].C(N(CC)CC)C, predict the reaction product. (4) Given the reactants C([O:8][N:9]1[C:13](=[O:14])[CH2:12][C@H:11]([NH:15][S:16]([N:19]2[CH2:24][CH2:23][N:22]([C:25]3[CH:30]=[CH:29][C:28]([C:31]([F:34])([F:33])[F:32])=[CH:27][CH:26]=3)[CH2:21][CH2:20]2)(=[O:18])=[O:17])[C:10]1=[O:35])C1C=CC=CC=1, predict the reaction product. The product is: [OH:8][N:9]1[C:13](=[O:14])[CH2:12][C@H:11]([NH:15][S:16]([N:19]2[CH2:20][CH2:21][N:22]([C:25]3[CH:26]=[CH:27][C:28]([C:31]([F:34])([F:33])[F:32])=[CH:29][CH:30]=3)[CH2:23][CH2:24]2)(=[O:17])=[O:18])[C:10]1=[O:35]. (5) The product is: [CH3:24][N:8]1[C:9]2[CH:10]=[CH:11][CH:12]=[C:13]3[C:19](=[O:20])[NH:18][CH2:17][CH2:16][C:15]([C:14]=23)=[C:7]1[C:1]1[CH:2]=[CH:3][CH:4]=[CH:5][CH:6]=1. Given the reactants [C:1]1([C:7]2[NH:8][C:9]3[CH:10]=[CH:11][CH:12]=[C:13]4[C:19](=[O:20])[NH:18][CH2:17][CH2:16][C:15]=2[C:14]=34)[CH:6]=[CH:5][CH:4]=[CH:3][CH:2]=1.[H-].[Na+].I[CH3:24], predict the reaction product. (6) The product is: [N+:11]([C:14]1[CH:15]=[CH:16][C:17]([CH2:18][O:19]/[N:20]=[C:1](/[C:4]2[CH:9]=[CH:8][CH:7]=[CH:6][CH:5]=2)\[CH3:2])=[CH:21][CH:22]=1)([O-:13])=[O:12]. Given the reactants [C:1]([C:4]1[CH:9]=[CH:8][CH:7]=[CH:6][CH:5]=1)(=O)[CH3:2].Cl.[N+:11]([C:14]1[CH:22]=[CH:21][C:17]([CH2:18][O:19][NH2:20])=[CH:16][CH:15]=1)([O-:13])=[O:12], predict the reaction product. (7) Given the reactants [C:1]([O:5][C:6]([C:8]1[CH:13]=[CH:12][C:11]([C:14]2[C:15]([CH3:52])([CH3:51])[C@H:16]3[C@:29]([CH3:32])([CH2:30][CH:31]=2)[C@@H:28]2[C@:19]([CH3:50])([C@@:20]4([CH3:49])[C@H:25]([CH2:26][CH2:27]2)[C@H:24]2[C@H:33]([C:36]([CH3:38])=[CH2:37])[CH2:34][CH2:35][C@:23]2([C:39]([O:41][Si:42]([C:45]([CH3:48])([CH3:47])[CH3:46])([CH3:44])[CH3:43])=[O:40])[CH2:22][CH2:21]4)[CH2:18][CH2:17]3)=[CH:10][CH:9]=1)=[O:7])([CH3:4])([CH3:3])[CH3:2].C1C(=O)N([Br:60])C(=O)C1, predict the reaction product. The product is: [Br:60][CH2:37][C:36]([C@H:33]1[C@@H:24]2[C@@H:25]3[C@@:20]([CH3:49])([CH2:21][CH2:22][C@@:23]2([C:39]([O:41][Si:42]([C:45]([CH3:48])([CH3:47])[CH3:46])([CH3:43])[CH3:44])=[O:40])[CH2:35][CH2:34]1)[C@@:19]1([CH3:50])[C@@H:28]([C@:29]2([CH3:32])[C@@H:16]([CH2:17][CH2:18]1)[C:15]([CH3:52])([CH3:51])[C:14]([C:11]1[CH:12]=[CH:13][C:8]([C:6]([O:5][C:1]([CH3:4])([CH3:2])[CH3:3])=[O:7])=[CH:9][CH:10]=1)=[CH:31][CH2:30]2)[CH2:27][CH2:26]3)=[CH2:38]. (8) Given the reactants [CH3:1][S:2]([C:5]1[CH:6]=[CH:7][C:8](/[CH:12]=[CH:13]/[CH3:14])=[C:9]([CH:11]=1)[NH2:10])(=[O:4])=[O:3].[H][H], predict the reaction product. The product is: [CH3:1][S:2]([C:5]1[CH:6]=[CH:7][C:8]([CH2:12][CH2:13][CH3:14])=[C:9]([CH:11]=1)[NH2:10])(=[O:3])=[O:4].